Predict the reactants needed to synthesize the given product. From a dataset of Retrosynthesis with 50K atom-mapped reactions and 10 reaction types from USPTO. (1) The reactants are: CC(=O)[O-].CCCCCCCCCCCCCCCCOc1cc(NS(=O)(=O)c2cc([N+](=O)[O-])ccc2N2CCOCC2)c(O)cc1C(C)(C)CC(C)(C)C. Given the product CCCCCCCCCCCCCCCCOc1cc(NS(=O)(=O)c2cc([N+](=O)[O-])ccc2N2CCOCC2)c(OC(C)=O)cc1C(C)(C)CC(C)(C)C, predict the reactants needed to synthesize it. (2) Given the product COc1ccccc1CN(C)C(=O)[C@H](Cc1ccccc1)N(CCN[C@H](CC(=O)O)Cc1c[nH]c2ccccc12)C(=O)OC(C)(C)C, predict the reactants needed to synthesize it. The reactants are: COc1ccccc1CN(C)C(=O)[C@H](Cc1ccccc1)N(CC=O)C(=O)OC(C)(C)C.N[C@H](CC(=O)O)Cc1c[nH]c2ccccc12.